From a dataset of Forward reaction prediction with 1.9M reactions from USPTO patents (1976-2016). Predict the product of the given reaction. (1) Given the reactants [CH:1]1[C:9]2[C:8]3[CH2:10][CH2:11][CH2:12][CH2:13][CH2:14][CH2:15][C:7]=3[O:6][C:5]=2[CH:4]=[CH:3][C:2]=1[NH2:16].[CH3:17][C:18]([CH3:23])([CH3:22])[C:19](Cl)=[O:20], predict the reaction product. The product is: [CH3:17][C:18]([CH3:23])([CH3:22])[C:19]([NH:16][C:2]1[CH:3]=[CH:4][C:5]2[O:6][C:7]3[CH2:15][CH2:14][CH2:13][CH2:12][CH2:11][CH2:10][C:8]=3[C:9]=2[CH:1]=1)=[O:20]. (2) Given the reactants [CH3:1][O:2][C:3](=[O:16])[CH2:4][O:5][C:6]1[CH:11]=[CH:10][C:9]([OH:12])=[CH:8][C:7]=1[N+:13]([O-:15])=[O:14].C(=O)([O-])[O-].[K+].[K+].[Br:23][CH2:24][CH2:25]Br, predict the reaction product. The product is: [CH3:1][O:2][C:3](=[O:16])[CH2:4][O:5][C:6]1[CH:11]=[CH:10][C:9]([O:12][CH2:25][CH2:24][Br:23])=[CH:8][C:7]=1[N+:13]([O-:15])=[O:14].